Dataset: Catalyst prediction with 721,799 reactions and 888 catalyst types from USPTO. Task: Predict which catalyst facilitates the given reaction. (1) Reactant: Cl[CH2:2][CH:3]1[CH:5]([C:6]([O:8]CC)=O)[C:4]1([C:12]1[CH:17]=[CH:16][CH:15]=[C:14]([C:18]#[N:19])[CH:13]=1)[CH3:11].C(=O)([O-])O.[Na+].[CH2:25]([NH2:31])[CH2:26][CH2:27][CH2:28][CH2:29][CH3:30]. Product: [CH2:25]([N:31]1[CH2:2][CH:3]2[CH:5]([C:4]2([C:12]2[CH:13]=[C:14]([CH:15]=[CH:16][CH:17]=2)[C:18]#[N:19])[CH3:11])[C:6]1=[O:8])[CH2:26][CH2:27][CH2:28][CH2:29][CH3:30]. The catalyst class is: 9. (2) Reactant: [I:1][C:2]1[CH:3]=[CH:4][C:5]2[N:6]([C:8]([CH3:14])=[C:9](C(O)=O)[N:10]=2)[N:7]=1.C([N:17]([CH2:20]C)CC)C.P(N=[N+]=[N-])(=O)(OC1C=CC=CC=1)[O:23]C1C=CC=CC=1.[C:41]([OH:45])([CH3:44])([CH3:43])[CH3:42]. Product: [I:1][C:2]1[CH:3]=[CH:4][C:5]2[N:6]([C:8]([CH3:14])=[C:9]([NH:17][C:20](=[O:23])[O:45][C:41]([CH3:44])([CH3:43])[CH3:42])[N:10]=2)[N:7]=1. The catalyst class is: 25. (3) The catalyst class is: 12. Product: [CH2:53]([O:52][C:49]1[CH:50]=[CH:51][C:42]([C@@H:33]([OH:34])[CH2:32][NH:7][CH2:8][CH2:9][C:10]2[CH:11]=[C:12]([NH:16][C:17]([NH:19][C:20]3[CH:25]=[CH:24][CH:23]=[CH:22][C:21]=3[C:26]3[CH:27]=[CH:28][CH:29]=[CH:30][CH:31]=3)=[O:18])[CH:13]=[CH:14][CH:15]=2)=[C:43]2[C:48]=1[NH:47][C:46](=[O:60])[CH:45]=[CH:44]2)[C:54]1[CH:55]=[CH:56][CH:57]=[CH:58][CH:59]=1. Reactant: C(OC(=O)[N:7]([CH2:32][C@@H:33]([C:42]1[CH:51]=[CH:50][C:49]([O:52][CH2:53][C:54]2[CH:59]=[CH:58][CH:57]=[CH:56][CH:55]=2)=[C:48]2[C:43]=1[CH:44]=[CH:45][C:46](=[O:60])[NH:47]2)[O:34][Si](C(C)(C)C)(C)C)[CH2:8][CH2:9][C:10]1[CH:15]=[CH:14][CH:13]=[C:12]([NH:16][C:17]([NH:19][C:20]2[CH:25]=[CH:24][CH:23]=[CH:22][C:21]=2[C:26]2[CH:31]=[CH:30][CH:29]=[CH:28][CH:27]=2)=[O:18])[CH:11]=1)(C)(C)C.Cl.C(OC1C=CC([C@@H](O)CNCCC2C=C(NC(NC(C3C=CC=CC=3)C3C=CC=CC=3)=O)C=CC=2)=C2C=1NC(=O)C=C2)C1C=CC=CC=1. (4) Reactant: S(OS(C(F)(F)F)(=O)=O)(C(F)(F)F)(=O)=O.[C:16]([O:21][CH2:22][C:23]1[CH:28]=[CH:27][CH:26]=[CH:25][CH:24]=1)(=[O:20])[C@H:17]([CH3:19])O.N1C(C)=CC=CC=1C.[CH2:37]([O:40][NH2:41])[CH:38]=[CH2:39].C([O-])(O)=O.[Na+]. Product: [CH2:22]([O:21][C:16](=[O:20])[C@@H:17]([CH3:19])[NH:41][O:40][CH2:37][CH:38]=[CH2:39])[C:23]1[CH:28]=[CH:27][CH:26]=[CH:25][CH:24]=1. The catalyst class is: 2.